From a dataset of Forward reaction prediction with 1.9M reactions from USPTO patents (1976-2016). Predict the product of the given reaction. (1) Given the reactants [F:1][C:2]1([F:24])[CH2:7][CH2:6][CH2:5][CH:4]([CH2:8][NH:9][C:10]([C:12]2[C:13]3[CH:14]=[CH:15][C:16](Cl)=[N:17][C:18]=3[CH:19]=[CH:20][C:21]=2[Cl:22])=[O:11])[CH2:3]1.CC[N:27]([CH:31]([CH3:33])C)[CH:28]([CH3:30])C.N1CC[CH:36]([CH:39]([OH:41])C)C1, predict the reaction product. The product is: [F:1][C:2]1([F:24])[CH2:7][CH2:6][CH2:5][CH:4]([CH2:8][NH:9][C:10]([C:12]2[C:13]3[CH:14]=[CH:15][C:16]([N:27]4[CH2:28][CH2:30][CH:33]([CH2:36][CH2:39][OH:41])[CH2:31]4)=[N:17][C:18]=3[CH:19]=[CH:20][C:21]=2[Cl:22])=[O:11])[CH2:3]1. (2) Given the reactants [CH2:1]([C@H:3]1[O:5][CH2:4]1)Cl.ClCCCl.[C:10]1([OH:16])[CH:15]=[CH:14][CH:13]=[CH:12][CH:11]=1.[OH-].[Na+], predict the reaction product. The product is: [CH2:1]([O:16][C:10]1[CH:15]=[CH:14][CH:13]=[CH:12][CH:11]=1)[C@@H:3]1[O:5][CH2:4]1.